This data is from Catalyst prediction with 721,799 reactions and 888 catalyst types from USPTO. The task is: Predict which catalyst facilitates the given reaction. Reactant: C([O-])([O-])=O.[K+].[K+].[CH2:7]1[C:12]2[NH:13][C:14]3[C:19]([C:11]=2[CH2:10][C@@H:9]([C:20]([OH:22])=[O:21])[NH:8]1)=[CH:18][CH:17]=[CH:16][CH:15]=3.[C:23](O[C:23]([O:25][C:26]([CH3:29])([CH3:28])[CH3:27])=[O:24])([O:25][C:26]([CH3:29])([CH3:28])[CH3:27])=[O:24]. Product: [C:26]([O:25][C:23]([N:8]1[C@H:9]([C:20]([OH:22])=[O:21])[CH2:10][C:11]2[C:19]3[C:14](=[CH:15][CH:16]=[CH:17][CH:18]=3)[NH:13][C:12]=2[CH2:7]1)=[O:24])([CH3:29])([CH3:28])[CH3:27]. The catalyst class is: 90.